This data is from Reaction yield outcomes from USPTO patents with 853,638 reactions. The task is: Predict the reaction yield, written as a fraction of the theoretical maximum amount of product (1.0 means a 100% yield; for example, 0.34 means a 34% yield). (1) The reactants are [CH3:1][C:2]([CH3:58])([CH2:10][C:11]([O:13][C@H:14]1[CH2:31][CH2:30][C@@:29]2([CH3:32])[C@@H:16]([CH2:17][CH2:18][C@:19]3([CH3:55])[C@@H:28]2[CH2:27][CH2:26][C@H:25]2[C@@:20]3([CH3:54])[CH2:21][CH2:22][C@@:23]3(/[CH:40]=[CH:41]/[C:42](=[O:53])[NH:43][C:44]4([C:47]5[CH:52]=[CH:51][CH:50]=[CH:49][N:48]=5)[CH2:46][CH2:45]4)[CH2:35][C:34](=[O:36])[C:33]([CH:37]([CH3:39])[CH3:38])=[C:24]32)[C:15]1([CH3:57])[CH3:56])=[O:12])[C:3]([O:5]C(C)(C)C)=[O:4].[C:59]([OH:65])([C:61]([F:64])([F:63])[F:62])=[O:60].CC#N. The catalyst is ClCCl. The product is [C:59]([OH:65])([C:61]([F:64])([F:63])[F:62])=[O:60].[OH2:4].[CH:37]([C:33]1[C:34](=[O:36])[CH2:35][C@:23]2(/[CH:40]=[CH:41]/[C:42](=[O:53])[NH:43][C:44]3([C:47]4[CH:52]=[CH:51][CH:50]=[CH:49][N:48]=4)[CH2:46][CH2:45]3)[CH2:22][CH2:21][C@:20]3([CH3:54])[C@H:25]([CH2:26][CH2:27][C@H:28]4[C@@:19]3([CH3:55])[CH2:18][CH2:17][C@@H:16]3[C@:29]4([CH3:32])[CH2:30][CH2:31][C@H:14]([O:13][C:11](=[O:12])[CH2:10][C:2]([CH3:1])([CH3:58])[C:3]([OH:5])=[O:4])[C:15]3([CH3:56])[CH3:57])[C:24]=12)([CH3:39])[CH3:38].[F:62][C:61]([F:64])([F:63])[C:59]([OH:65])=[O:60]. The yield is 0.000500. (2) The reactants are I[C:2]1[CH:3]=[CH:4][C:5]([N:8]2[CH2:13][CH2:12][N:11]([C:14]([O:16][C:17]([CH3:20])([CH3:19])[CH3:18])=[O:15])[CH2:10][CH2:9]2)=[N:6][CH:7]=1.[CH3:21][Si:22]([C:25]#[CH:26])([CH3:24])[CH3:23].C(N(CC)CC)C. The catalyst is CC(N(C)C)=O. The product is [CH3:21][Si:22]([C:25]#[C:26][C:2]1[CH:3]=[CH:4][C:5]([N:8]2[CH2:13][CH2:12][N:11]([C:14]([O:16][C:17]([CH3:20])([CH3:19])[CH3:18])=[O:15])[CH2:10][CH2:9]2)=[N:6][CH:7]=1)([CH3:24])[CH3:23]. The yield is 0.700.